Task: Predict which catalyst facilitates the given reaction.. Dataset: Catalyst prediction with 721,799 reactions and 888 catalyst types from USPTO (1) Reactant: [C:1]([C:5]1[CH:10]=[CH:9][C:8]([CH2:11][CH2:12][OH:13])=[CH:7][CH:6]=1)([CH3:4])([CH3:3])[CH3:2].[H-].[Na+].Cl[C:17]1[C:26]2[C:21](=[CH:22][CH:23]=[CH:24][CH:25]=2)[NH:20][C:19](=[O:27])[N:18]=1.O. Product: [C:1]([C:5]1[CH:6]=[CH:7][C:8]([CH2:11][CH2:12][O:13][C:17]2[C:26]3[C:21](=[CH:22][CH:23]=[CH:24][CH:25]=3)[NH:20][C:19](=[O:27])[N:18]=2)=[CH:9][CH:10]=1)([CH3:4])([CH3:2])[CH3:3]. The catalyst class is: 7. (2) Reactant: [N+]([O-])([O-])=O.[Ce+4].[NH4+].[N+]([O-])([O-])=O.[N+]([O-])([O-])=O.[N+]([O-])([O-])=O.[N+]([O-])([O-])=O.[Br:23][C:24]1[CH:29]=[CH:28][C:27]([Cl:30])=[CH:26][C:25]=1[CH:31]1[CH2:36][C:35](=[O:37])[NH:34][C:33]2[CH2:38][CH2:39][C:40](=[O:41])[C:32]1=2. Product: [Br:23][C:24]1[CH:29]=[CH:28][C:27]([Cl:30])=[CH:26][C:25]=1[C:31]1[C:32]2[C:40](=[O:41])[CH2:39][CH2:38][C:33]=2[NH:34][C:35](=[O:37])[CH:36]=1. The catalyst class is: 127. (3) Reactant: CON(C)[C:4](=[O:32])[C:5]1[CH:10]=[CH:9][N:8]=[C:7]([O:11][CH:12]2[CH2:17][CH2:16][CH:15]([CH3:18])[N:14]([C:19](=[O:31])[C:20]3[CH:25]=[CH:24][CH:23]=[CH:22][C:21]=3[N:26]3[N:30]=[CH:29][CH:28]=[N:27]3)[CH2:13]2)[CH:6]=1.[CH3:34][Mg+].[Br-].[NH4+].[Cl-]. Product: [CH3:18][CH:15]1[N:14]([C:19](=[O:31])[C:20]2[CH:25]=[CH:24][CH:23]=[CH:22][C:21]=2[N:26]2[N:27]=[CH:28][CH:29]=[N:30]2)[CH2:13][CH:12]([O:11][C:7]2[CH:6]=[C:5]([C:4](=[O:32])[CH3:34])[CH:10]=[CH:9][N:8]=2)[CH2:17][CH2:16]1. The catalyst class is: 1. (4) Reactant: [CH3:1][C:2]1[NH:3][C:4]2[C:9]([CH:10]=1)=[CH:8][CH:7]=[CH:6][CH:5]=2.C([Li])CCC.CC(C)([O-])C.[K+].[CH:22]1([CH2:28][C:29](=[O:43])[CH2:30][C:31]([C:34]2[CH:39]=[C:38]([F:40])[CH:37]=[CH:36][C:35]=2[O:41][CH3:42])([CH3:33])[CH3:32])[CH2:27][CH2:26][CH2:25][CH2:24][CH2:23]1. Product: [CH:22]1([CH2:28][C:29]([CH2:1][C:2]2[NH:3][C:4]3[C:9]([CH:10]=2)=[CH:8][CH:7]=[CH:6][CH:5]=3)([OH:43])[CH2:30][C:31]([C:34]2[CH:39]=[C:38]([F:40])[CH:37]=[CH:36][C:35]=2[O:41][CH3:42])([CH3:33])[CH3:32])[CH2:23][CH2:24][CH2:25][CH2:26][CH2:27]1. The catalyst class is: 1. (5) Reactant: [CH2:1]([N:8]1[CH:16]=[C:15]2[C:10]([CH:11]=[C:12]([C:17]3[CH:18]=[C:19]([CH2:27][CH:28]4[O:33][CH2:32][CH2:31][NH:30][CH2:29]4)[N:20]4[C:25]=3[C:24]([NH2:26])=[N:23][CH:22]=[N:21]4)[CH:13]=[CH:14]2)=[N:9]1)[C:2]1[CH:7]=[CH:6][CH:5]=[CH:4][CH:3]=1.[CH3:34][S:35](Cl)(=[O:37])=[O:36].C(N(CC)C(C)C)(C)C. Product: [CH2:1]([N:8]1[CH:16]=[C:15]2[C:10]([CH:11]=[C:12]([C:17]3[CH:18]=[C:19]([CH2:27][CH:28]4[O:33][CH2:32][CH2:31][N:30]([S:35]([CH3:34])(=[O:37])=[O:36])[CH2:29]4)[N:20]4[C:25]=3[C:24]([NH2:26])=[N:23][CH:22]=[N:21]4)[CH:13]=[CH:14]2)=[N:9]1)[C:2]1[CH:3]=[CH:4][CH:5]=[CH:6][CH:7]=1. The catalyst class is: 3. (6) Reactant: [NH2:1][C:2]1([CH2:8][C:9]([OH:11])=[O:10])[CH2:7][CH2:6][CH2:5][CH2:4][CH2:3]1.[OH-].[Na+].[C:14]1([N:20]=[C:21]=[O:22])[CH:19]=[CH:18][CH:17]=[CH:16][CH:15]=1. Product: [NH:20]([C:21]([NH:1][C:2]1([CH2:8][C:9]([OH:11])=[O:10])[CH2:7][CH2:6][CH2:5][CH2:4][CH2:3]1)=[O:22])[C:14]1[CH:19]=[CH:18][CH:17]=[CH:16][CH:15]=1. The catalyst class is: 38.